Dataset: Reaction yield outcomes from USPTO patents with 853,638 reactions. Task: Predict the reaction yield, written as a fraction of the theoretical maximum amount of product (1.0 means a 100% yield; for example, 0.34 means a 34% yield). The reactants are [I:1][CH3:2].[CH3:3][C:4]1[N:8]=[C:7]([CH3:9])[N:6]([C:10]2[CH:15]=[CH:14][C:13]([NH:16][C:17]([NH2:19])=[S:18])=[CH:12][C:11]=2[F:20])[N:5]=1. The catalyst is C(O)C. The product is [IH:1].[CH3:3][C:4]1[N:8]=[C:7]([CH3:9])[N:6]([C:10]2[CH:15]=[CH:14][C:13]([NH:16][C:17]([S:18][CH3:2])=[NH:19])=[CH:12][C:11]=2[F:20])[N:5]=1. The yield is 1.01.